This data is from Human liver microsome stability data. The task is: Regression/Classification. Given a drug SMILES string, predict its absorption, distribution, metabolism, or excretion properties. Task type varies by dataset: regression for continuous measurements (e.g., permeability, clearance, half-life) or binary classification for categorical outcomes (e.g., BBB penetration, CYP inhibition). Dataset: hlm. (1) The drug is CC(C)CCN1C(=O)C(C2=NS(=O)(=O)c3cc(NS(C)(=O)=O)ccc3N2)=C(O)[C@@H]2[C@@H]3CC[C@@H](C3)[C@@H]21. The result is 1 (stable in human liver microsomes). (2) The molecule is CS(=O)(=O)c1ccc(-c2cnc(N)c(-c3ccc(C(F)(F)F)cc3)c2)cc1. The result is 0 (unstable in human liver microsomes). (3) The molecule is CC(C)c1cnc2c(C(F)(F)F)cccc2c1-c1cccc(-c2cccc(S(C)(=O)=O)c2)c1. The result is 0 (unstable in human liver microsomes). (4) The result is 1 (stable in human liver microsomes). The compound is CC(=O)n1cc(C(=O)NOCCO)c(Nc2ccc(I)cc2F)c1C. (5) The drug is N#Cc1ccc(F)cc1Cn1c(N2CCC[C@@H](N)C2)nc2c(-c3ccc(S(N)(=O)=O)cc3)cnc-2c1O. The result is 0 (unstable in human liver microsomes). (6) The molecule is Fc1cccc(-n2cnc3c(NCc4nc5c(F)c(F)ccc5[nH]4)nc(N4CCOCC4)nc32)c1. The result is 1 (stable in human liver microsomes).